This data is from Catalyst prediction with 721,799 reactions and 888 catalyst types from USPTO. The task is: Predict which catalyst facilitates the given reaction. (1) Reactant: C1(N=C=NC2CCCCC2)CCCCC1.[CH2:16]([O:23][C:24]1[C:25](=[O:46])[N:26]2[C:34](=[N:35][C:36]=1[C:37](O)=[O:38])[C:33]1[C:28](=[CH:29][CH:30]=[CH:31][C:32]=1[N:40]1[CH2:45][CH2:44][O:43][CH2:42][CH2:41]1)[O:27]2)[C:17]1[CH:22]=[CH:21][CH:20]=[CH:19][CH:18]=1.[Cl:47][C:48]1[CH:49]=[C:50]([CH:53]=[CH:54][C:55]=1[Cl:56])[CH2:51][NH2:52].ON1C2C=CC=CC=2N=N1. Product: [Cl:47][C:48]1[CH:49]=[C:50]([CH:53]=[CH:54][C:55]=1[Cl:56])[CH2:51][NH:52][C:37]([C:36]1[N:35]=[C:34]2[N:26]([O:27][C:28]3[C:33]2=[C:32]([N:40]2[CH2:41][CH2:42][O:43][CH2:44][CH2:45]2)[CH:31]=[CH:30][CH:29]=3)[C:25](=[O:46])[C:24]=1[O:23][CH2:16][C:17]1[CH:22]=[CH:21][CH:20]=[CH:19][CH:18]=1)=[O:38]. The catalyst class is: 4. (2) Reactant: [NH2:1][C:2]1[CH:7]=[CH:6][CH:5]=[CH:4][CH:3]=1.I[CH2:9][CH2:10][CH2:11][CH2:12][CH2:13][CH3:14].C([O-])([O-])=O.[K+].[K+]. Product: [CH2:9]([N:1]([CH2:6][CH2:7][CH2:2][CH2:3][CH2:4][CH3:5])[C:2]1[CH:7]=[CH:6][CH:5]=[CH:4][CH:3]=1)[CH2:10][CH2:11][CH2:12][CH2:13][CH3:14]. The catalyst class is: 14. (3) Reactant: [C@@H:1]12[CH2:10][C@@H:7]([CH:8]=[CH:9]1)[C@H:6]1[C@@H:2]2[C:3](=[O:12])[O:4][C:5]1=[O:11].C1(C)C=CC=CC=1.[CH3:20][O:21]C1C=CC2N=CC=C([C@@H](O)[C@H]3N4C[C@H](C=C)[C@@H](CC4)C3)C=2C=1.CO. Product: [CH3:20][O:21][C:3]([C@@H:2]1[C@H:1]2[CH2:10][C@H:7]([CH:8]=[CH:9]2)[C@@H:6]1[C:5]([OH:4])=[O:11])=[O:12]. The catalyst class is: 53. (4) Reactant: C(O[C:6](=O)[NH:7][C@H:8]1[CH2:11][C@H:10]([N:12]2[C:16]3=[N:17][CH:18]=[CH:19][CH:20]=[C:15]3[C:14]([CH3:22])([CH3:21])[C:13]2=[O:23])[CH2:9]1)(C)(C)C.C([O-])(=O)C.[Cs+].BrC1[CH:40]=[CH:39][C:34]([C:35]([NH:37][CH3:38])=[O:36])=[CH:33][N:32]=1. Product: [CH3:22][C:14]1([CH3:21])[C:15]2[C:16](=[N:17][CH:18]=[CH:19][CH:20]=2)[N:12]([C@H:10]2[CH2:11][C@H:8]([NH:7][C:6]3[CH:40]=[CH:39][C:34]([C:35]([NH:37][CH3:38])=[O:36])=[CH:33][N:32]=3)[CH2:9]2)[C:13]1=[O:23]. The catalyst class is: 536.